From a dataset of Forward reaction prediction with 1.9M reactions from USPTO patents (1976-2016). Predict the product of the given reaction. (1) Given the reactants [Cl:1][C:2]1[CH:3]=[C:4]([NH:19][C:20]2[C:30]3[CH:29]=[C:28]([C:31]([OH:33])=O)[CH2:27][CH2:26][NH:25][C:24]=3[N:23]=[CH:22][N:21]=2)[CH:5]=[CH:6][C:7]=1[O:8][C:9]1[CH:14]=[CH:13][CH:12]=[C:11]([C:15]([F:18])([F:17])[F:16])[CH:10]=1.[NH2:34][CH2:35][C:36]([CH3:40])([CH3:39])[CH2:37][OH:38].Cl.C(N=C=NCCCN(C)C)C.O.ON1C2C=CC=CC=2N=N1, predict the reaction product. The product is: [Cl:1][C:2]1[CH:3]=[C:4]([NH:19][C:20]2[C:30]3[CH:29]=[C:28]([C:31]([NH:34][CH2:35][C:36]([CH3:40])([CH3:39])[CH2:37][OH:38])=[O:33])[CH2:27][CH2:26][NH:25][C:24]=3[N:23]=[CH:22][N:21]=2)[CH:5]=[CH:6][C:7]=1[O:8][C:9]1[CH:14]=[CH:13][CH:12]=[C:11]([C:15]([F:16])([F:17])[F:18])[CH:10]=1. (2) Given the reactants [CH3:1][N:2]([CH3:29])[CH2:3][CH2:4][CH2:5][O:6][C:7]1[CH:12]=[CH:11][C:10]([C:13]2[NH:22][C:16]3=[N:17][CH:18]=[C:19]([CH3:21])[CH:20]=[C:15]3[C:14]=2[CH:23]2[CH2:28][CH2:27][CH2:26][NH:25][CH2:24]2)=[CH:9][CH:8]=1.[O:30]=[C:31]1[C:39]2[C:34](=[CH:35][CH:36]=[CH:37][CH:38]=2)[C:33](=[O:40])[N:32]1[CH2:41][CH2:42][S:43](Cl)(=[O:45])=[O:44], predict the reaction product. The product is: [CH3:29][N:2]([CH3:1])[CH2:3][CH2:4][CH2:5][O:6][C:7]1[CH:8]=[CH:9][C:10]([C:13]2[NH:22][C:16]3=[N:17][CH:18]=[C:19]([CH3:21])[CH:20]=[C:15]3[C:14]=2[CH:23]2[CH2:28][CH2:27][CH2:26][N:25]([S:43]([CH2:42][CH2:41][N:32]3[C:31](=[O:30])[C:39]4[C:34](=[CH:35][CH:36]=[CH:37][CH:38]=4)[C:33]3=[O:40])(=[O:44])=[O:45])[CH2:24]2)=[CH:11][CH:12]=1.